From a dataset of Cav3 T-type calcium channel HTS with 100,875 compounds. Binary Classification. Given a drug SMILES string, predict its activity (active/inactive) in a high-throughput screening assay against a specified biological target. (1) The molecule is O(c1cc2occ(c(=O)c2c(O)c1)c1ccc(O)cc1)C(C)C. The result is 0 (inactive). (2) The molecule is S1\C(C(=O)c2c1cccc2)=C\c1ccc(OCCCC)cc1. The result is 0 (inactive). (3) The molecule is Clc1ccc(S(=O)(=O)N2C(NC(=O)NCc3cccnc3)CCC2)cc1. The result is 0 (inactive).